Dataset: Full USPTO retrosynthesis dataset with 1.9M reactions from patents (1976-2016). Task: Predict the reactants needed to synthesize the given product. Given the product [CH3:14][O:13][C:11](=[O:12])[C:10](=[O:15])[NH:1][C:2]1[CH:7]=[CH:6][C:5]([CH3:8])=[CH:4][CH:3]=1, predict the reactants needed to synthesize it. The reactants are: [NH2:1][C:2]1[CH:7]=[CH:6][C:5]([CH3:8])=[CH:4][CH:3]=1.Cl[C:10](=[O:15])[C:11]([O:13][CH3:14])=[O:12].